Dataset: Peptide-MHC class II binding affinity with 134,281 pairs from IEDB. Task: Regression. Given a peptide amino acid sequence and an MHC pseudo amino acid sequence, predict their binding affinity value. This is MHC class II binding data. (1) The peptide sequence is WGAIWRIDTPDKLTG. The MHC is HLA-DPA10301-DPB10402 with pseudo-sequence HLA-DPA10301-DPB10402. The binding affinity (normalized) is 0.0375. (2) The binding affinity (normalized) is 0.473. The peptide sequence is ERSLWIIFSKNLNIK. The MHC is HLA-DQA10104-DQB10503 with pseudo-sequence HLA-DQA10104-DQB10503. (3) The peptide sequence is VKKYFAATQFEPLAA. The binding affinity (normalized) is 0.210. The MHC is HLA-DQA10501-DQB10301 with pseudo-sequence HLA-DQA10501-DQB10301. (4) The MHC is DRB4_0103 with pseudo-sequence DRB4_0103. The binding affinity (normalized) is 0.592. The peptide sequence is CGYLMFLGGVKPTHI. (5) The peptide sequence is AVQVTFTVQKGSDPKKLVLNIKYTRPGDSL. The MHC is DRB1_1001 with pseudo-sequence DRB1_1001. The binding affinity (normalized) is 0.651. (6) The peptide sequence is EPIAAYHFDLSGIAF. The MHC is DRB1_0701 with pseudo-sequence DRB1_0701. The binding affinity (normalized) is 0.0851.